This data is from HIV replication inhibition screening data with 41,000+ compounds from the AIDS Antiviral Screen. The task is: Binary Classification. Given a drug SMILES string, predict its activity (active/inactive) in a high-throughput screening assay against a specified biological target. The molecule is C=C(C(=O)OC)c1cc2ccccc2n1S(=O)(=O)c1ccccc1. The result is 0 (inactive).